Dataset: Catalyst prediction with 721,799 reactions and 888 catalyst types from USPTO. Task: Predict which catalyst facilitates the given reaction. (1) Reactant: [F:1][C:2]1[C:7]([O:8][CH3:9])=[CH:6][C:5]([O:10][CH3:11])=[C:4]([F:12])[C:3]=1[N:13]1[CH2:18][C:17]2[CH:19]=[N:20][C:21]3[N:25](S(C4C=CC=CC=4)(=O)=O)[C:24]([C:35]([OH:37])=[O:36])=[CH:23][C:22]=3[C:16]=2[N:15]([CH3:38])[C:14]1=[O:39].CC(C)([O-])C.[K+]. Product: [F:1][C:2]1[C:7]([O:8][CH3:9])=[CH:6][C:5]([O:10][CH3:11])=[C:4]([F:12])[C:3]=1[N:13]1[CH2:18][C:17]2[CH:19]=[N:20][C:21]3[NH:25][C:24]([C:35]([OH:37])=[O:36])=[CH:23][C:22]=3[C:16]=2[N:15]([CH3:38])[C:14]1=[O:39]. The catalyst class is: 7. (2) Reactant: [NH2:1][CH:2]([CH2:24][C:25]1[CH:26]=[N:27][CH:28]=[CH:29][CH:30]=1)[C:3]([N:5]1[CH2:10][CH2:9][N:8]([CH:11]([C:18]2[CH:23]=[CH:22][CH:21]=[CH:20][CH:19]=2)[C:12]2[CH:17]=[CH:16][CH:15]=[CH:14][CH:13]=2)[CH2:7][CH2:6]1)=[O:4].C(N(CC)CC)C.[N:38]1[CH:43]=[CH:42][CH:41]=[C:40]([CH2:44][CH2:45][C:46](O)=[O:47])[CH:39]=1.Cl.CN(C)CCCN=C=NCC. Product: [CH:11]([N:8]1[CH2:9][CH2:10][N:5]([C:3](=[O:4])[CH:2]([NH:1][C:46](=[O:47])[CH2:45][CH2:44][C:40]2[CH:39]=[N:38][CH:43]=[CH:42][CH:41]=2)[CH2:24][C:25]2[CH:26]=[N:27][CH:28]=[CH:29][CH:30]=2)[CH2:6][CH2:7]1)([C:18]1[CH:19]=[CH:20][CH:21]=[CH:22][CH:23]=1)[C:12]1[CH:17]=[CH:16][CH:15]=[CH:14][CH:13]=1. The catalyst class is: 2.